This data is from Reaction yield outcomes from USPTO patents with 853,638 reactions. The task is: Predict the reaction yield, written as a fraction of the theoretical maximum amount of product (1.0 means a 100% yield; for example, 0.34 means a 34% yield). (1) The reactants are Cl[C:2]1[CH:3]=[N:4][CH:5]=[CH:6][C:7]=1[C:8](=[O:22])[CH2:9][C:10]([C:12]1[CH:13]=[C:14]([CH:19]=[CH:20][CH:21]=1)[C:15]([O:17][CH3:18])=[O:16])=[O:11].C([O-])([O-])=O.[K+].[K+].Cl.O. The catalyst is CN(C)C=O. The product is [O:22]=[C:8]1[C:7]2[C:6](=[CH:5][N:4]=[CH:3][CH:2]=2)[O:11][C:10]([C:12]2[CH:13]=[C:14]([CH:19]=[CH:20][CH:21]=2)[C:15]([O:17][CH3:18])=[O:16])=[CH:9]1. The yield is 0.870. (2) The reactants are Br[C:2]1[C:3]([C:7]2[CH:8]=[N:9][CH:10]=[CH:11][CH:12]=2)=[N:4][NH:5][CH:6]=1.[Li]CCCC.[CH3:18][S:19]SC. The catalyst is C1COCC1. The product is [CH3:18][S:19][C:2]1[C:3]([C:7]2[CH:8]=[N:9][CH:10]=[CH:11][CH:12]=2)=[N:4][NH:5][CH:6]=1. The yield is 0.670. (3) The reactants are O.[Li].[Br:3][C:4]1[C:5](=[O:11])[NH:6][C:7]([Cl:10])=[N:8][CH:9]=1.CC1C=CC(S(O[CH2:23][C:24]2[CH:29]=[CH:28][C:27]([Cl:30])=[CH:26][CH:25]=2)(=O)=O)=CC=1.C(O)(=O)CC(CC(O)=O)(C(O)=O)O. The catalyst is O1CCOCC1. The product is [Br:3][C:4]1[C:5](=[O:11])[N:6]([CH2:23][C:24]2[CH:29]=[CH:28][C:27]([Cl:30])=[CH:26][CH:25]=2)[C:7]([Cl:10])=[N:8][CH:9]=1. The yield is 0.500. (4) The reactants are [CH:1]([C:3]1[N:8]=[N:7][C:6]2[O:9][CH2:10][CH2:11][S:12][C:5]=2[CH:4]=1)=C.I([O-])(=O)(=O)=[O:14].[Na+]. The catalyst is O1CCOCC1.O.[Os](=O)(=O)(=O)=O. The product is [N:7]1[C:6]2[O:9][CH2:10][CH2:11][S:12][C:5]=2[CH:4]=[C:3]([CH:1]=[O:14])[N:8]=1. The yield is 0.360.